Dataset: Forward reaction prediction with 1.9M reactions from USPTO patents (1976-2016). Task: Predict the product of the given reaction. (1) The product is: [NH2:10][C:6]1[CH:5]=[CH:4][C:3]([O:2][CH3:1])=[CH:8][C:7]=1[OH:9]. Given the reactants [CH3:1][O:2][C:3]1[CH:4]=[CH:5][C:6]([N+:10]([O-])=O)=[C:7]([OH:9])[CH:8]=1, predict the reaction product. (2) Given the reactants [CH3:1][C:2]1[CH:8]=[CH:7][C:6]([CH3:9])=[CH:5][C:3]=1[NH2:4].[C:10](OC(=O)C)(=[O:12])[CH3:11].CO, predict the reaction product. The product is: [CH3:9][C:6]1[CH:7]=[CH:8][C:2]([CH3:1])=[C:3]([NH:4][C:10]([CH3:11])=[O:12])[CH:5]=1. (3) Given the reactants [Cl:1][CH2:2][C:3]1[NH:4][C:5]2[CH:10]=[C:9]([C:11]3[CH:16]=[CH:15][C:14]([O:17][CH2:18][CH3:19])=[C:13]([C:20]([F:23])([F:22])[F:21])[CH:12]=3)[N:8]=[C:7]([C:24]#[N:25])[C:6]=2[N:26]=1.[C:27]1([P:33]([C:40]2[CH:45]=[CH:44][CH:43]=[CH:42][CH:41]=2)[C:34]2[CH:39]=[CH:38][CH:37]=[CH:36][CH:35]=2)[CH:32]=[CH:31][CH:30]=[CH:29][CH:28]=1, predict the reaction product. The product is: [Cl-:1].[C:24]([C:7]1[C:6]2[N:26]=[C:3]([CH2:2][P+:33]([C:34]3[CH:35]=[CH:36][CH:37]=[CH:38][CH:39]=3)([C:40]3[CH:45]=[CH:44][CH:43]=[CH:42][CH:41]=3)[C:27]3[CH:28]=[CH:29][CH:30]=[CH:31][CH:32]=3)[NH:4][C:5]=2[CH:10]=[C:9]([C:11]2[CH:16]=[CH:15][C:14]([O:17][CH2:18][CH3:19])=[C:13]([C:20]([F:23])([F:22])[F:21])[CH:12]=2)[N:8]=1)#[N:25]. (4) Given the reactants [CH3:1][N:2]1[CH2:7][CH2:6][C:5]2[N:8]=[C:9]([C:11]([O-:13])=O)[S:10][C:4]=2[CH2:3]1.[Li+].[ClH:15].CN(C)CCCN=C=NCC.O.O[N:29]1[C:33]2C=[CH:35][CH:36]=[CH:37][C:32]=2[N:31]=N1, predict the reaction product. The product is: [ClH:15].[NH2:29][C@@H:33]1[CH2:35][CH2:36][CH2:37][C@H:32]1[NH:31][C:11]([C:9]1[S:10][C:4]2[CH2:3][N:2]([CH3:1])[CH2:7][CH2:6][C:5]=2[N:8]=1)=[O:13]. (5) Given the reactants [Cl:1][C:2]1[CH:10]=[C:9]([Cl:11])[C:8]([Cl:12])=[C:4]([C:5](O)=[O:6])[C:3]=1[OH:13].S(Cl)([Cl:16])=O.CN(C=O)C, predict the reaction product. The product is: [Cl:12][C:8]1[C:9]([Cl:11])=[CH:10][C:2]([Cl:1])=[C:3]([OH:13])[C:4]=1[C:5]([Cl:16])=[O:6]. (6) Given the reactants [CH2:1]([O:3][C:4](=[O:21])/[C:5](/O)=[CH:6]/[C:7]([C:9]1[CH:14]=[CH:13][C:12]([F:15])=[C:11]([C:16]([F:19])([F:18])[F:17])[CH:10]=1)=O)[CH3:2].[CH3:22][NH:23][NH2:24], predict the reaction product. The product is: [CH2:1]([O:3][C:4]([C:5]1[N:23]([CH3:22])[N:24]=[C:7]([C:9]2[CH:14]=[CH:13][C:12]([F:15])=[C:11]([C:16]([F:19])([F:18])[F:17])[CH:10]=2)[CH:6]=1)=[O:21])[CH3:2].[CH2:1]([O:3][C:4]([C:5]1[CH:6]=[C:7]([C:9]2[CH:14]=[CH:13][C:12]([F:15])=[C:11]([C:16]([F:19])([F:18])[F:17])[CH:10]=2)[N:23]([CH3:22])[N:24]=1)=[O:21])[CH3:2]. (7) Given the reactants [CH2:1]([C:3]1[CH:9]=[CH:8][CH:7]=[C:6]([CH3:10])[C:4]=1[NH2:5])[CH3:2].[Br:11]Br.[OH-].[Na+].O, predict the reaction product. The product is: [Br:11][C:8]1[CH:7]=[C:6]([CH3:10])[C:4]([NH2:5])=[C:3]([CH2:1][CH3:2])[CH:9]=1.